From a dataset of Catalyst prediction with 721,799 reactions and 888 catalyst types from USPTO. Predict which catalyst facilitates the given reaction. (1) Reactant: [OH:1][C:2]1[CH:6]([CH3:7])[O:5][C:4](=[O:8])[C:3]=1[CH3:9].N1C(C)=CC=CC=1C.[S:18](O[S:18]([C:21]([F:24])([F:23])[F:22])(=[O:20])=[O:19])([C:21]([F:24])([F:23])[F:22])(=[O:20])=[O:19]. Product: [F:22][C:21]([F:24])([F:23])[S:18]([O:1][C:2]1[CH:6]([CH3:7])[O:5][C:4](=[O:8])[C:3]=1[CH3:9])(=[O:20])=[O:19]. The catalyst class is: 2. (2) Reactant: [N:1]12[CH2:8][CH2:7][C:4]([C:9]3[O:10][C:11]4[C:12](=[C:14]([C:18]([O:20]C)=[O:19])[CH:15]=[CH:16][CH:17]=4)[N:13]=3)([CH2:5][CH2:6]1)[CH2:3][CH2:2]2.O.[OH-].[Li+]. Product: [N:1]12[CH2:2][CH2:3][C:4]([C:9]3[O:10][C:11]4[C:12](=[C:14]([C:18]([OH:20])=[O:19])[CH:15]=[CH:16][CH:17]=4)[N:13]=3)([CH2:7][CH2:8]1)[CH2:5][CH2:6]2. The catalyst class is: 20. (3) Reactant: [CH3:1][O:2][C:3]1[CH:8]=[CH:7][C:6]([S:9][CH2:10][CH2:11][NH2:12])=[CH:5][CH:4]=1.Cl[C:14](Cl)([O:16]C(=O)OC(Cl)(Cl)Cl)Cl.C(N(CC)CC)C.[NH:32]1[CH2:37][CH2:36][O:35][CH2:34][CH2:33]1. Product: [CH3:1][O:2][C:3]1[CH:8]=[CH:7][C:6]([S:9][CH2:10][CH2:11][NH:12][C:14]([N:32]2[CH2:37][CH2:36][O:35][CH2:34][CH2:33]2)=[O:16])=[CH:5][CH:4]=1. The catalyst class is: 2.